Dataset: Full USPTO retrosynthesis dataset with 1.9M reactions from patents (1976-2016). Task: Predict the reactants needed to synthesize the given product. The reactants are: [CH:1]1([CH2:7][C@@H:8]([NH2:24])[CH2:9][N:10]2[CH2:15][CH2:14][N:13]([C:16]3[CH:21]=[CH:20][CH:19]=[CH:18][C:17]=3[O:22][CH3:23])[CH2:12][CH2:11]2)[CH2:6][CH2:5][CH2:4][CH2:3][CH2:2]1.C(N(CC)CC)C.[CH3:32][C:33]1([C:39](Cl)=[O:40])[CH2:38][CH2:37][CH2:36][CH2:35][CH2:34]1. Given the product [CH:1]1([CH2:7][C@@H:8]([NH:24][C:39]([C:33]2([CH3:32])[CH2:38][CH2:37][CH2:36][CH2:35][CH2:34]2)=[O:40])[CH2:9][N:10]2[CH2:15][CH2:14][N:13]([C:16]3[CH:21]=[CH:20][CH:19]=[CH:18][C:17]=3[O:22][CH3:23])[CH2:12][CH2:11]2)[CH2:6][CH2:5][CH2:4][CH2:3][CH2:2]1, predict the reactants needed to synthesize it.